Dataset: Full USPTO retrosynthesis dataset with 1.9M reactions from patents (1976-2016). Task: Predict the reactants needed to synthesize the given product. (1) Given the product [CH3:18][N:16]1[CH:17]=[C:13]([N:8]2[CH:9]=[CH:10][C:11](=[O:12])[C:6]([CH2:5][C:4]3[CH:19]=[CH:20][CH:21]=[C:2]([B:22]4[O:26][C:25]([CH3:28])([CH3:27])[C:24]([CH3:30])([CH3:29])[O:23]4)[CH:3]=3)=[N:7]2)[CH:14]=[N:15]1, predict the reactants needed to synthesize it. The reactants are: Cl[C:2]1[CH:3]=[C:4]([CH:19]=[CH:20][CH:21]=1)[CH2:5][C:6]1[C:11](=[O:12])[CH:10]=[CH:9][N:8]([C:13]2[CH:14]=[N:15][N:16]([CH3:18])[CH:17]=2)[N:7]=1.[B:22]1([B:22]2[O:26][C:25]([CH3:28])([CH3:27])[C:24]([CH3:30])([CH3:29])[O:23]2)[O:26][C:25]([CH3:28])([CH3:27])[C:24]([CH3:30])([CH3:29])[O:23]1.CC(C1C=C(C(C)C)C(C2C=CC=CC=2P(C2CCCCC2)C2CCCCC2)=C(C(C)C)C=1)C.CC([O-])=O.[K+]. (2) The reactants are: [CH2:1]([O:8][C:9]1[CH:14]=[CH:13][C:12](B(O)O)=[CH:11][CH:10]=1)[C:2]1[CH:7]=[CH:6][CH:5]=[CH:4][CH:3]=1.Br[C:19]1[CH:20]=[C:21]([C:28]([OH:30])=[O:29])[CH:22]=[C:23]([CH:27]=1)[C:24]([OH:26])=[O:25]. Given the product [CH2:1]([O:8][C:9]1[CH:14]=[CH:13][C:12]([C:19]2[CH:27]=[C:23]([C:24]([OH:26])=[O:25])[CH:22]=[C:21]([C:28]([OH:30])=[O:29])[CH:20]=2)=[CH:11][CH:10]=1)[C:2]1[CH:7]=[CH:6][CH:5]=[CH:4][CH:3]=1, predict the reactants needed to synthesize it. (3) Given the product [CH3:1][O:2][C:3](=[O:19])[C@@H:4]([NH:11][C:12](=[O:14])[C@@H:21]([NH:20][C:28]([O:30][CH2:31][C:32]1[CH:37]=[CH:36][CH:35]=[CH:34][CH:33]=1)=[O:29])[CH:22]([CH3:24])[CH3:23])[CH:5]1[CH2:6][CH2:7][CH2:8][CH2:9][CH2:10]1, predict the reactants needed to synthesize it. The reactants are: [CH3:1][O:2][C:3](=[O:19])[C@@H:4]([NH:11][C:12]([O:14]C(C)(C)C)=O)[CH:5]1[CH2:10][CH2:9][CH2:8][CH2:7][CH2:6]1.[NH:20]([C:28]([O:30][CH2:31][C:32]1[CH:37]=[CH:36][CH:35]=[CH:34][CH:33]=1)=[O:29])[C@H:21](C(O)=O)[CH:22]([CH3:24])[CH3:23].C(OC([C@@]1(NC([C@@H]2C[C@@H](OC3C4C(=CC(OC)=CC=4)N=C(C4C=CC=CC=4)C=3)C[C@H]2C(=O)N[C@H](C(=O)N[C@@H](C2CCCCC2)C(=O)NC)C(C)(C)C)=O)C[C@H]1C=C)=O)C. (4) Given the product [CH2:15]([CH:20]1[CH2:21][CH2:22][CH:23]([C:26]([O:28][C:29]2[CH:34]=[CH:33][C:32](/[CH:35]=[CH:36]/[C:37]([O:8][CH2:7][C:6]3[CH:5]=[C:4]([N+:1]([O-:3])=[O:2])[CH:11]=[C:10]([N+:12]([O-:14])=[O:13])[CH:9]=3)=[O:38])=[CH:31][CH:30]=2)=[O:27])[CH2:24][CH2:25]1)[CH2:16][CH2:17][CH2:18][CH3:19], predict the reactants needed to synthesize it. The reactants are: [N+:1]([C:4]1[CH:5]=[C:6]([CH:9]=[C:10]([N+:12]([O-:14])=[O:13])[CH:11]=1)[CH2:7][OH:8])([O-:3])=[O:2].[CH2:15]([CH:20]1[CH2:25][CH2:24][CH:23]([C:26]([O:28][C:29]2[CH:34]=[CH:33][C:32](/[CH:35]=[CH:36]/[C:37](O)=[O:38])=[CH:31][CH:30]=2)=[O:27])[CH2:22][CH2:21]1)[CH2:16][CH2:17][CH2:18][CH3:19].Cl.CN(C)CCCN=C=NCC. (5) Given the product [CH3:1][O:2][C:3]1[N:4]=[C:5]2[C:10](=[CH:11][CH:12]=1)[N:9]=[CH:8][CH:7]=[C:6]2[NH:13][C:14]([N:16]1[CH2:21][CH2:20][O:19][C@@H:18]([CH2:22][NH:23][CH2:52][C:50]2[CH:49]=[CH:48][C:45]3[S:46][CH2:47][C:42](=[O:41])[NH:43][C:44]=3[N:51]=2)[CH2:17]1)=[O:15], predict the reactants needed to synthesize it. The reactants are: [CH3:1][O:2][C:3]1[N:4]=[C:5]2[C:10](=[CH:11][CH:12]=1)[N:9]=[CH:8][CH:7]=[C:6]2[NH:13][C:14]([N:16]1[CH2:21][CH2:20][O:19][C@@H:18]([CH2:22][NH:23]C(=O)OC(C)(C)C)[CH2:17]1)=[O:15].Cl.CCN(C(C)C)C(C)C.[O:41]=[C:42]1[CH2:47][S:46][C:45]2[CH:48]=[CH:49][C:50]([CH:52]=O)=[N:51][C:44]=2[NH:43]1.[BH4-].[Na+]. (6) Given the product [CH3:16][N:15]([CH3:17])[C:6]1([C:9]2[CH:10]=[CH:11][CH:12]=[CH:13][CH:14]=2)[CH2:5][CH2:4][CH:3]([CH2:2][NH:1][C:47](=[O:48])[CH2:46][CH2:45][N:36]2[C:44]3[C:39](=[CH:40][CH:41]=[CH:42][CH:43]=3)[CH:38]=[CH:37]2)[CH2:8][CH2:7]1, predict the reactants needed to synthesize it. The reactants are: [NH2:1][CH2:2][CH:3]1[CH2:8][CH2:7][C:6]([N:15]([CH3:17])[CH3:16])([C:9]2[CH:14]=[CH:13][CH:12]=[CH:11][CH:10]=2)[CH2:5][CH2:4]1.[Cl-].COC1N=C(OC)N=C([N+]2(C)CCOCC2)N=1.[N:36]1([CH2:45][CH2:46][C:47](O)=[O:48])[C:44]2[C:39](=[CH:40][CH:41]=[CH:42][CH:43]=2)[CH:38]=[CH:37]1. (7) Given the product [CH3:1][C:2]1[CH:3]=[CH:4][C:5]([CH2:6][C:7]2[S:11][C:10]([N:12]3[CH2:16][CH2:15][C@H:14]([NH:17][C:30]4[N:35]=[CH:34][N:33]=[C:32]5[NH:36][N:37]=[CH:38][C:31]=45)[CH2:13]3)=[N:9][N:8]=2)=[CH:18][CH:19]=1, predict the reactants needed to synthesize it. The reactants are: [CH3:1][C:2]1[CH:19]=[CH:18][C:5]([CH2:6][C:7]2[S:11][C:10]([N:12]3[CH2:16][CH2:15][C@H:14]([NH2:17])[CH2:13]3)=[N:9][N:8]=2)=[CH:4][CH:3]=1.CCN(C(C)C)C(C)C.Cl[C:30]1[N:35]=[CH:34][N:33]=[C:32]2[N:36](C3CCCCO3)[N:37]=[CH:38][C:31]=12.